From a dataset of Forward reaction prediction with 1.9M reactions from USPTO patents (1976-2016). Predict the product of the given reaction. (1) Given the reactants [Cl:1][C:2]1[CH:7]=[CH:6][C:5]([C:8]2[C:14]3[C:15]([CH3:19])=[C:16]([CH3:18])[S:17][C:13]=3[N:12]3[C:20]([CH3:23])=[N:21][N:22]=[C:11]3[C@H:10]([CH2:24][C:25]([NH:27][CH2:28][CH2:29][CH2:30][N:31]3[CH2:36][CH2:35][NH:34][CH2:33][CH2:32]3)=[O:26])[N:9]=2)=[CH:4][CH:3]=1.[C:37]([O:41][C:42]([NH:44][CH2:45][CH2:46][CH2:47][CH2:48][CH2:49][C:50](O)=[O:51])=[O:43])([CH3:40])([CH3:39])[CH3:38].CCN(C(C)C)C(C)C.CN(C(ON1N=NC2C=CC=NC1=2)=[N+](C)C)C.F[P-](F)(F)(F)(F)F, predict the reaction product. The product is: [Cl:1][C:2]1[CH:3]=[CH:4][C:5]([C:8]2[C:14]3[C:15]([CH3:19])=[C:16]([CH3:18])[S:17][C:13]=3[N:12]3[C:20]([CH3:23])=[N:21][N:22]=[C:11]3[C@H:10]([CH2:24][C:25]([NH:27][CH2:28][CH2:29][CH2:30][N:31]3[CH2:32][CH2:33][N:34]([C:50](=[O:51])[CH2:49][CH2:48][CH2:47][CH2:46][CH2:45][NH:44][C:42](=[O:43])[O:41][C:37]([CH3:38])([CH3:39])[CH3:40])[CH2:35][CH2:36]3)=[O:26])[N:9]=2)=[CH:6][CH:7]=1. (2) Given the reactants [CH3:1][O:2][C:3]1[C:12]2[N:11]=[C:10]([NH2:13])[N:9]3[CH2:14][CH2:15][N:16]=[C:8]3[C:7]=2[CH:6]=[CH:5][CH:4]=1.[C:17](O)(=[O:24])[C:18]1[CH:23]=[CH:22][CH:21]=[N:20][CH:19]=1.C(N(C(C)C)CC)(C)C.C1CN([P+](ON2N=NC3C=CC=CC2=3)(N2CCCC2)N2CCCC2)CC1.F[P-](F)(F)(F)(F)F, predict the reaction product. The product is: [CH3:1][O:2][C:3]1[C:12]2[N:11]=[C:10]([NH:13][C:17](=[O:24])[C:18]3[CH:23]=[CH:22][CH:21]=[N:20][CH:19]=3)[N:9]3[CH2:14][CH2:15][N:16]=[C:8]3[C:7]=2[CH:6]=[CH:5][CH:4]=1. (3) Given the reactants [F:1][C:2]1[CH:3]=[C:4]([CH:14]=[CH:15][CH:16]=1)[CH2:5][O:6][C:7]1[CH:12]=[CH:11][C:10]([NH2:13])=[CH:9][CH:8]=1.[CH2:17]([O:19][C:20](=[O:27])[C:21]([CH3:26])([CH3:25])[C:22](O)=[O:23])[CH3:18], predict the reaction product. The product is: [CH2:17]([O:19][C:20](=[O:27])[C:21]([CH3:26])([CH3:25])[C:22]([NH:13][C:10]1[CH:11]=[CH:12][C:7]([O:6][CH2:5][C:4]2[CH:14]=[CH:15][CH:16]=[C:2]([F:1])[CH:3]=2)=[CH:8][CH:9]=1)=[O:23])[CH3:18]. (4) Given the reactants [CH3:1][C:2]1[NH:3][CH:4]=[C:5]([C:7]#[C:8][C:9]2[CH:10]=[C:11]([CH:14]=[CH:15][CH:16]=2)[C:12]#[N:13])[N:6]=1.Cl[C:18]1[CH:23]=[N:22][CH:21]=[CH:20][N:19]=1, predict the reaction product. The product is: [CH3:1][C:2]1[N:3]([C:18]2[CH:23]=[N:22][CH:21]=[CH:20][N:19]=2)[CH:4]=[C:5]([C:7]#[C:8][C:9]2[CH:10]=[C:11]([CH:14]=[CH:15][CH:16]=2)[C:12]#[N:13])[N:6]=1. (5) The product is: [Cl:25][CH2:26][C:27]([NH:1][C:2]1[CH:10]=[CH:9][CH:8]=[C:7]2[C:3]=1[CH:4]=[C:5]([C:20]([O:22][CH2:23][CH3:24])=[O:21])[N:6]2[CH2:11][C:12]1[CH:17]=[CH:16][C:15]([Cl:18])=[C:14]([Cl:19])[CH:13]=1)=[O:28]. Given the reactants [NH2:1][C:2]1[CH:10]=[CH:9][CH:8]=[C:7]2[C:3]=1[CH:4]=[C:5]([C:20]([O:22][CH2:23][CH3:24])=[O:21])[N:6]2[CH2:11][C:12]1[CH:17]=[CH:16][C:15]([Cl:18])=[C:14]([Cl:19])[CH:13]=1.[Cl:25][CH2:26][C:27](Cl)=[O:28].C(N(CC)CC)C, predict the reaction product. (6) Given the reactants [CH:1]1([C:4]2[CH:5]=[C:6]([C@@H:16]([CH2:20][C@H:21]3[CH2:25][CH2:24][C:23](=[O:26])[CH2:22]3)[C:17](O)=[O:18])[CH:7]=[CH:8][C:9]=2[S:10]([CH:13]2[CH2:15][CH2:14]2)(=[O:12])=[O:11])[CH2:3][CH2:2]1.C(Cl)(=O)C(Cl)=O.[CH2:33]([O:40][CH2:41][CH2:42][O:43][C:44]1[N:45]=[CH:46][C:47]([NH2:50])=[N:48][CH:49]=1)[C:34]1[CH:39]=[CH:38][CH:37]=[CH:36][CH:35]=1.N1C=CC=CC=1, predict the reaction product. The product is: [CH2:33]([O:40][CH2:41][CH2:42][O:43][C:44]1[N:45]=[CH:46][C:47]([NH:50][C:17](=[O:18])[C@@H:16]([C:6]2[CH:7]=[CH:8][C:9]([S:10]([CH:13]3[CH2:15][CH2:14]3)(=[O:12])=[O:11])=[C:4]([CH:1]3[CH2:2][CH2:3]3)[CH:5]=2)[CH2:20][C@H:21]2[CH2:25][CH2:24][C:23](=[O:26])[CH2:22]2)=[N:48][CH:49]=1)[C:34]1[CH:39]=[CH:38][CH:37]=[CH:36][CH:35]=1.